This data is from Catalyst prediction with 721,799 reactions and 888 catalyst types from USPTO. The task is: Predict which catalyst facilitates the given reaction. Reactant: [F:1][C:2]1[CH:7]=[CH:6][C:5]([Mg]Br)=[CH:4][CH:3]=1.[CH3:10][O:11][C:12]([C@H:14]1[CH2:19][CH2:18][CH2:17][C:16](=[O:20])[N:15]1[C:21]([O:23][C:24]([CH3:27])([CH3:26])[CH3:25])=[O:22])=[O:13].[Cl-].[NH4+].C(OCC)(=O)C. Product: [C:24]([O:23][C:21]([NH:15][C@H:14]([CH2:19][CH2:18][CH2:17][C:16]([C:5]1[CH:6]=[CH:7][C:2]([F:1])=[CH:3][CH:4]=1)=[O:20])[C:12]([O:11][CH3:10])=[O:13])=[O:22])([CH3:27])([CH3:26])[CH3:25]. The catalyst class is: 1.